From a dataset of Reaction yield outcomes from USPTO patents with 853,638 reactions. Predict the reaction yield, written as a fraction of the theoretical maximum amount of product (1.0 means a 100% yield; for example, 0.34 means a 34% yield). The reactants are I(C1C=CC=CC=1[C:6](O)=[O:7])(=O)=O.[CH3:13][O:14][C:15]1[CH:16]=[C:17]([OH:25])[CH:18]=[C:19]([O:23][CH3:24])[C:20]=1[O:21][CH3:22].[H][H].[C:28](=O)([O-])[O-].[K+].[K+].S(OC)(OC)(=O)=O. The catalyst is [Pd].CCOC(C)=O.CCCCCC.CN(C=O)C. The product is [CH3:24][O:23][C:19]1[CH:18]=[C:17]([O:25][CH3:28])[C:16]([O:7][CH3:6])=[C:15]([O:14][CH3:13])[C:20]=1[O:21][CH3:22]. The yield is 0.340.